Dataset: Peptide-MHC class I binding affinity with 185,985 pairs from IEDB/IMGT. Task: Regression. Given a peptide amino acid sequence and an MHC pseudo amino acid sequence, predict their binding affinity value. This is MHC class I binding data. (1) The peptide sequence is VVARLGVPY. The MHC is HLA-A02:01 with pseudo-sequence HLA-A02:01. The binding affinity (normalized) is 0.0847. (2) The peptide sequence is VCPLGLLLK. The MHC is HLA-A68:01 with pseudo-sequence HLA-A68:01. The binding affinity (normalized) is 0. (3) The peptide sequence is GLAELLAAL. The MHC is BoLA-T2C with pseudo-sequence BoLA-T2C. The binding affinity (normalized) is 1.00.